This data is from Catalyst prediction with 721,799 reactions and 888 catalyst types from USPTO. The task is: Predict which catalyst facilitates the given reaction. (1) Reactant: [NH2:1][CH2:2][CH2:3][N:4]1[C:13]2[C:8](=[N:9][CH:10]=[C:11]([CH2:14][C:15]3[CH:20]=[CH:19][C:18]([F:21])=[CH:17][CH:16]=3)[CH:12]=2)[C:7]([OH:22])=[C:6]([C:23]([NH:25][CH2:26][CH2:27][CH2:28][N:29]2[CH2:34][CH2:33][O:32][CH2:31][CH2:30]2)=[O:24])[C:5]1=[O:35].C(N(C(C)C)CC)(C)C.[CH3:45][S:46](Cl)(=[O:48])=[O:47]. Product: [F:21][C:18]1[CH:17]=[CH:16][C:15]([CH2:14][C:11]2[CH:12]=[C:13]3[C:8]([C:7]([OH:22])=[C:6]([C:23]([NH:25][CH2:26][CH2:27][CH2:28][N:29]4[CH2:30][CH2:31][O:32][CH2:33][CH2:34]4)=[O:24])[C:5](=[O:35])[N:4]3[CH2:3][CH2:2][NH:1][S:46]([CH3:45])(=[O:48])=[O:47])=[N:9][CH:10]=2)=[CH:20][CH:19]=1. The catalyst class is: 3. (2) Product: [CH2:16]([O:18][C:19](=[O:31])[CH2:20][O:21][C:22]([NH:15][CH2:14][CH2:13][C:10]1[CH:11]=[N:12][C:7]([C:1]2[CH:6]=[CH:5][CH:4]=[CH:3][CH:2]=2)=[CH:8][CH:9]=1)=[O:23])[CH3:17]. Reactant: [C:1]1([C:7]2[N:12]=[CH:11][C:10]([CH2:13][CH2:14][NH2:15])=[CH:9][CH:8]=2)[CH:6]=[CH:5][CH:4]=[CH:3][CH:2]=1.[CH2:16]([O:18][C:19](=[O:31])[CH2:20][O:21][C:22](OC1C=CC=CC=1)=[O:23])[CH3:17]. The catalyst class is: 11. (3) Reactant: Cl.[CH3:2][N:3]([CH3:13])[C:4]1[CH:5]=[C:6]([CH:10]=[CH:11][N:12]=1)[C:7]([OH:9])=O.Cl.[CH3:15][O:16][C:17]1[CH:22]=[CH:21][CH:20]=[CH:19][C:18]=1[CH:23]1[CH2:28][CH2:27][CH2:26][NH:25][CH2:24]1.C(N(CC)CC)C.CCCP(=O)=O. Product: [CH3:15][O:16][C:17]1[CH:22]=[CH:21][CH:20]=[CH:19][C:18]=1[CH:23]1[CH2:28][CH2:27][CH2:26][N:25]([C:7]([C:6]2[CH:10]=[CH:11][N:12]=[C:4]([N:3]([CH3:2])[CH3:13])[CH:5]=2)=[O:9])[CH2:24]1. The catalyst class is: 91. (4) Reactant: [CH3:1][O:2][C:3]1[CH:4]=[C:5]([NH:15][C:16]([NH2:18])=[S:17])[CH:6]=[CH:7][C:8]=1[N:9]1[CH:13]=[C:12]([CH3:14])[N:11]=[CH:10]1.Br[CH:20]1[C:25](=O)[CH:24]([C:27]2[CH:32]=[C:31]([CH3:33])[CH:30]=[CH:29][C:28]=2[CH3:34])[CH2:23][CH2:22][CH2:21]1. Product: [CH3:34][C:28]1[CH:29]=[CH:30][C:31]([CH3:33])=[CH:32][C:27]=1[CH:24]1[C:23]2[N:18]=[C:16]([NH:15][C:5]3[CH:6]=[CH:7][C:8]([N:9]4[CH:13]=[C:12]([CH3:14])[N:11]=[CH:10]4)=[C:3]([O:2][CH3:1])[CH:4]=3)[S:17][C:22]=2[CH2:21][CH2:20][CH2:25]1. The catalyst class is: 8. (5) Reactant: [C:1]([O:5][C:6]([NH:8][CH2:9][CH2:10][NH:11][C:12]1[C:17]([C@H:18]2[CH2:22][CH2:21][CH2:20][N:19]2[C:23]2[CH:28]=[CH:27][N:26]3[N:29]=[CH:30][C:31]([C:32]([O:34]CC)=[O:33])=[C:25]3[N:24]=2)=[CH:16][C:15]([F:37])=[CH:14][N:13]=1)=[O:7])([CH3:4])([CH3:3])[CH3:2].O[Li].O. Product: [C:1]([O:5][C:6]([NH:8][CH2:9][CH2:10][NH:11][C:12]1[C:17]([C@H:18]2[CH2:22][CH2:21][CH2:20][N:19]2[C:23]2[CH:28]=[CH:27][N:26]3[N:29]=[CH:30][C:31]([C:32]([OH:34])=[O:33])=[C:25]3[N:24]=2)=[CH:16][C:15]([F:37])=[CH:14][N:13]=1)=[O:7])([CH3:4])([CH3:2])[CH3:3]. The catalyst class is: 87. (6) Reactant: [Cl:1][C:2]1[CH:3]=[C:4]([CH3:25])[C:5]2[N:10]=[C:9]([C:11]3[N:15]([C:16]4[C:21]([Cl:22])=[CH:20][CH:19]=[CH:18][N:17]=4)[N:14]=[CH:13][CH:12]=3)[O:8][C:7](=[O:23])[C:6]=2[CH:24]=1.O.[NH2:27][NH2:28].O1CCCC1. Product: [Cl:1][C:2]1[CH:3]=[C:4]([CH3:25])[C:5]([NH:10][C:9]([C:11]2[N:15]([C:16]3[C:21]([Cl:22])=[CH:20][CH:19]=[CH:18][N:17]=3)[N:14]=[CH:13][CH:12]=2)=[O:8])=[C:6]([C:7]([NH:27][NH2:28])=[O:23])[CH:24]=1. The catalyst class is: 6.